From a dataset of Full USPTO retrosynthesis dataset with 1.9M reactions from patents (1976-2016). Predict the reactants needed to synthesize the given product. (1) The reactants are: Br[C:2]1[CH:3]=[C:4]2[C@@:11]3([C:16]([F:18])([F:17])[CH2:15][O:14][C:13]([NH2:19])=[N:12]3)[CH2:10][C:9]([CH3:21])([CH3:20])[O:8][C:5]2=[CH:6][CH:7]=1.[Cl:22][C:23]1[CH:24]=[C:25](B(O)O)[CH:26]=[N:27][CH:28]=1. Given the product [Cl:22][C:23]1[CH:24]=[C:25]([C:2]2[CH:3]=[C:4]3[C@@:11]4([C:16]([F:17])([F:18])[CH2:15][O:14][C:13]([NH2:19])=[N:12]4)[CH2:10][C:9]([CH3:21])([CH3:20])[O:8][C:5]3=[CH:6][CH:7]=2)[CH:26]=[N:27][CH:28]=1, predict the reactants needed to synthesize it. (2) Given the product [Cl:12][C:13]1[C:14]([N:21]2[CH2:26][CH2:25][C:24]3([C:34]4[C:29](=[CH:30][CH:31]=[CH:32][CH:33]=4)[CH:28]=[CH:27]3)[CH2:23][CH2:22]2)=[CH:15][N:16]=[N:17][C:18]=1[NH:19][NH:20][C:9](=[O:11])[CH2:8][CH:5]1[CH2:6][CH2:7]1, predict the reactants needed to synthesize it. The reactants are: S(Cl)(Cl)=O.[CH:5]1([CH2:8][C:9]([OH:11])=O)[CH2:7][CH2:6]1.[Cl:12][C:13]1[C:14]([N:21]2[CH2:26][CH2:25][C:24]3([C:34]4[C:29](=[CH:30][CH:31]=[CH:32][CH:33]=4)[CH:28]=[CH:27]3)[CH2:23][CH2:22]2)=[CH:15][N:16]=[N:17][C:18]=1[NH:19][NH2:20].C(=O)(O)[O-].[Na+].